Dataset: Forward reaction prediction with 1.9M reactions from USPTO patents (1976-2016). Task: Predict the product of the given reaction. (1) Given the reactants [C:1]1(P(N=[N+]=[N-])(C2C=CC=CC=2)=O)C=CC=CC=1.[N:18]12CCC[N:25]=[C:24]1[CH2:23][CH2:22][CH2:21][CH2:20][CH2:19]2.CC1N=C(CO)C=CC=1, predict the reaction product. The product is: [CH3:1][C:24]1[N:25]=[C:20]([CH2:19][NH2:18])[CH:21]=[CH:22][CH:23]=1. (2) Given the reactants [Br:1][C:2]1[N:11]=[CH:10][C:9]([O:12][CH3:13])=[C:8]2[C:3]=1[CH2:4][CH2:5][N:6]([CH2:15][C:16]1[CH:21]=[CH:20][C:19]([F:22])=[C:18]([Cl:23])[CH:17]=1)[C:7]2=[O:14].[N+]1([O-:30])C=CC=CC=1, predict the reaction product. The product is: [Br:1][C:2]1[NH:11][C:10](=[O:30])[C:9]([O:12][CH3:13])=[C:8]2[C:3]=1[CH2:4][CH2:5][N:6]([CH2:15][C:16]1[CH:21]=[CH:20][C:19]([F:22])=[C:18]([Cl:23])[CH:17]=1)[C:7]2=[O:14]. (3) Given the reactants [OH:1][C@:2]1([CH2:9][NH:10][C:11]([C:13]2[C:14]3[CH:15]=[CH:16][C:17]([C:24]4[CH2:28][CH2:27][CH2:26][CH:25]=4)=[N:18][C:19]=3[CH:20]=[CH:21][C:22]=2[Cl:23])=[O:12])[CH2:7][CH2:6][CH2:5][C@@H:4]([CH3:8])[CH2:3]1.C([SiH](CC)CC)C, predict the reaction product. The product is: [OH:1][C@:2]1([CH2:9][NH:10][C:11]([C:13]2[C:14]3[CH:15]=[CH:16][C:17]([CH:24]4[CH2:25][CH2:26][CH2:27][CH2:28]4)=[N:18][C:19]=3[CH:20]=[CH:21][C:22]=2[Cl:23])=[O:12])[CH2:7][CH2:6][CH2:5][C@@H:4]([CH3:8])[CH2:3]1. (4) Given the reactants [BrH:1].[F:2][C:3]1[CH:8]=[CH:7][C:6]([C@@H:9]([N:11]2[CH2:16][CH2:15][CH2:14]/[C:13](=[CH:17]\[C:18]3[CH:23]=[CH:22][C:21]([N:24]4[CH:28]=[C:27]([CH3:29])[N:26]=[CH:25]4)=[C:20]([O:30][CH3:31])[CH:19]=3)/[C:12]2=[O:32])[CH3:10])=[CH:5][CH:4]=1, predict the reaction product. The product is: [OH2:30].[BrH:1].[BrH:1].[F:2][C:3]1[CH:8]=[CH:7][C:6]([C@@H:9]([N:11]2[CH2:16][CH2:15][CH2:14]/[C:13](=[CH:17]\[C:18]3[CH:23]=[CH:22][C:21]([N:24]4[CH:28]=[C:27]([CH3:29])[N:26]=[CH:25]4)=[C:20]([O:30][CH3:31])[CH:19]=3)/[C:12]2=[O:32])[CH3:10])=[CH:5][CH:4]=1. (5) The product is: [Si:1]([O:8][CH:9]1[CH:10]2[CH:11]([O:20]2)[CH2:12][N:13]([C:15]([O:17][CH2:18][CH3:19])=[O:16])[CH2:14]1)([C:4]([CH3:7])([CH3:6])[CH3:5])([CH3:3])[CH3:2]. Given the reactants [Si:1]([O:8][CH:9]1[CH2:14][N:13]([C:15]([O:17][CH2:18][CH3:19])=[O:16])[CH2:12][CH:11]=[CH:10]1)([C:4]([CH3:7])([CH3:6])[CH3:5])([CH3:3])[CH3:2].[OH:20]C1C2C(O2)CN(C(OCC)=O)C1, predict the reaction product.